From a dataset of Full USPTO retrosynthesis dataset with 1.9M reactions from patents (1976-2016). Predict the reactants needed to synthesize the given product. (1) Given the product [CH2:1]([O:3][C:4]([C:6]1[C:7]([CH:20]2[CH2:22][CH2:21]2)=[N:8][C:9]([N:13]2[CH2:18][CH2:17][O:16][CH2:15][CH2:14]2)=[CH:10][C:11]=1[CH3:12])=[O:5])[CH3:2], predict the reactants needed to synthesize it. The reactants are: [CH2:1]([O:3][C:4]([C:6]1[C:7](Cl)=[N:8][C:9]([N:13]2[CH2:18][CH2:17][O:16][CH2:15][CH2:14]2)=[CH:10][C:11]=1[CH3:12])=[O:5])[CH3:2].[CH:20]1([Mg]Br)[CH2:22][CH2:21]1.[Cl-].[NH4+]. (2) Given the product [CH3:1][O:2][C:3]1[CH:8]=[N:7][C:6]([N:9]2[CH:13]=[N:12][C:11]([C:14]([O:20][CH3:19])=[O:27])=[N:10]2)=[C:5]2[NH:16][CH:17]=[CH:18][C:4]=12, predict the reactants needed to synthesize it. The reactants are: [CH3:1][O:2][C:3]1[CH:8]=[N:7][C:6]([N:9]2[CH:13]=[N:12][C:11]([C:14]#N)=[N:10]2)=[C:5]2[NH:16][CH:17]=[CH:18][C:4]=12.[C:19]([O-])([O-])=[O:20].[K+].[K+].Cl.C[OH:27]. (3) Given the product [CH3:22][C:21]1[C:16]([O:10][C:6]2[CH:7]=[CH:8][CH:9]=[C:4]([CH2:1][CH2:3][CH3:11])[CH:5]=2)=[N:17][CH:18]=[C:19]([N+:23]([O-:25])=[O:24])[CH:20]=1, predict the reactants needed to synthesize it. The reactants are: [CH:1]([C:4]1[CH:5]=[C:6]([OH:10])[CH:7]=[CH:8][CH:9]=1)([CH3:3])C.[CH3:11]S(C)=O.Cl[C:16]1[C:21]([CH3:22])=[CH:20][C:19]([N+:23]([O-:25])=[O:24])=[CH:18][N:17]=1. (4) Given the product [C:2]([O:4][C:12]([N:14]1[CH2:19][CH2:18][N:17]([C:20]2[N:28]([C:29]3[CH:34]=[CH:33][CH:32]=[CH:31][C:30]=3[CH:56]=[CH2:57])[C:27]3[C:26](=[O:37])[N:25]([CH2:38][O:39][C:40](=[O:45])[C:41]([CH3:43])([CH3:42])[CH3:44])[C:24](=[O:46])[N:23]([CH2:47][O:48][C:49](=[O:54])[C:50]([CH3:52])([CH3:53])[CH3:51])[C:22]=3[N:21]=2)[CH2:16][CH2:15]1)=[O:11])([CH3:5])([CH3:3])[CH3:1], predict the reactants needed to synthesize it. The reactants are: [CH3:1][C:2]([CH3:5])([O-:4])[CH3:3].[K+].C([O:11][C:12]([N:14]1[CH2:19][CH2:18][N:17]([C:20]2[N:28]([C:29]3[CH:34]=[CH:33][CH:32]=[CH:31][C:30]=3C=O)[C:27]3[C:26](=[O:37])[N:25]([CH2:38][O:39][C:40](=[O:45])[C:41]([CH3:44])([CH3:43])[CH3:42])[C:24](=[O:46])[N:23]([CH2:47][O:48][C:49](=[O:54])[C:50]([CH3:53])([CH3:52])[CH3:51])[C:22]=3[N:21]=2)[CH2:16][CH2:15]1)=O)(C)(C)C.O1CC[CH2:57][CH2:56]1. (5) Given the product [Cl:17][C:18]1[CH:19]=[CH:20][C:21]([C:24]2[CH:25]=[CH:26][C:27]([C:30]#[C:31][C:14]3[CH:13]=[CH:12][C:3]([O:4][CH2:5][CH2:6][N:7]4[CH2:11][CH2:10][CH2:9][CH2:8]4)=[C:2]([F:1])[CH:15]=3)=[N:28][CH:29]=2)=[CH:22][CH:23]=1, predict the reactants needed to synthesize it. The reactants are: [F:1][C:2]1[CH:15]=[C:14](I)[CH:13]=[CH:12][C:3]=1[O:4][CH2:5][CH2:6][N:7]1[CH2:11][CH2:10][CH2:9][CH2:8]1.[Cl:17][C:18]1[CH:23]=[CH:22][C:21]([C:24]2[CH:25]=[CH:26][C:27]([C:30]#[CH:31])=[N:28][CH:29]=2)=[CH:20][CH:19]=1. (6) Given the product [O:20]=[C:19]1[CH2:18][C:2]2([CH2:7][CH2:6][N:5]([C:8]([O:10][C:11]([CH3:14])([CH3:13])[CH3:12])=[O:9])[CH2:4][CH2:3]2)[CH2:1]1, predict the reactants needed to synthesize it. The reactants are: [CH2:1]=[C:2]1[CH2:7][CH2:6][N:5]([C:8]([O:10][C:11]([CH3:14])([CH3:13])[CH3:12])=[O:9])[CH2:4][CH2:3]1.N#N.Cl[C:18](Cl)(Cl)[C:19](Cl)=[O:20].[NH4+].[Cl-]. (7) Given the product [Cl:32][C:33]1[N:38]=[CH:37][C:36]([S:39]([N:12]2[C:8]([C:3]3[CH:4]=[CH:5][CH:6]=[CH:7][C:2]=3[F:1])=[CH:9][C:10]([CH:13]=[O:14])=[CH:11]2)(=[O:41])=[O:40])=[CH:35][CH:34]=1, predict the reactants needed to synthesize it. The reactants are: [F:1][C:2]1[CH:7]=[CH:6][CH:5]=[CH:4][C:3]=1[C:8]1[NH:12][CH:11]=[C:10]([CH:13]=[O:14])[CH:9]=1.[H-].[Na+].C1OCCOCCOCCOCCOC1.[Cl:32][C:33]1[N:38]=[CH:37][C:36]([S:39](Cl)(=[O:41])=[O:40])=[CH:35][CH:34]=1.